This data is from Reaction yield outcomes from USPTO patents with 853,638 reactions. The task is: Predict the reaction yield, written as a fraction of the theoretical maximum amount of product (1.0 means a 100% yield; for example, 0.34 means a 34% yield). The catalyst is CS(C)=O. The product is [NH:1]1[C:9]2[C:4](=[CH:5][CH:6]=[CH:7][CH:8]=2)[C:3]([NH:10][C:11]([N:27]2[CH2:26][CH2:25][N:24]([C:19]3[CH:20]=[CH:21][C:22]([Cl:23])=[C:17]([Cl:16])[CH:18]=3)[CH2:29][CH2:28]2)=[O:15])=[N:2]1. The yield is 0.500. The reactants are [NH:1]1[C:9]2[C:4](=[CH:5][CH:6]=[CH:7][CH:8]=2)[C:3]([NH:10][C:11](=[O:15])OCC)=[N:2]1.[Cl:16][C:17]1[CH:18]=[C:19]([N:24]2[CH2:29][CH2:28][NH:27][CH2:26][CH2:25]2)[CH:20]=[CH:21][C:22]=1[Cl:23].C1CCN2C(=NCCC2)CC1.